From a dataset of Peptide-MHC class I binding affinity with 185,985 pairs from IEDB/IMGT. Regression. Given a peptide amino acid sequence and an MHC pseudo amino acid sequence, predict their binding affinity value. This is MHC class I binding data. The peptide sequence is TENLVIEGPT. The MHC is HLA-B44:03 with pseudo-sequence HLA-B44:03. The binding affinity (normalized) is 0.0499.